Dataset: Catalyst prediction with 721,799 reactions and 888 catalyst types from USPTO. Task: Predict which catalyst facilitates the given reaction. Reactant: [I:1][C:2]1[C:10]2[C:5](=[N:6][CH:7]=[N:8][C:9]=2[NH2:11])[NH:4][N:3]=1.C([O-])([O-])=O.[K+].[K+].I[CH:19]1[CH2:23][CH2:22][CH2:21][CH2:20]1. Product: [CH:19]1([N:4]2[C:5]3=[N:6][CH:7]=[N:8][C:9]([NH2:11])=[C:10]3[C:2]([I:1])=[N:3]2)[CH2:23][CH2:22][CH2:21][CH2:20]1. The catalyst class is: 3.